From a dataset of HIV replication inhibition screening data with 41,000+ compounds from the AIDS Antiviral Screen. Binary Classification. Given a drug SMILES string, predict its activity (active/inactive) in a high-throughput screening assay against a specified biological target. (1) The drug is COc1ccc2nc3c(nc2c1)C(C)(C)C=C3c1ccc(Br)cc1. The result is 0 (inactive). (2) The compound is CCCCCCC1CCC2C(CCC(O)C2CO)C1. The result is 0 (inactive). (3) The compound is CCOC(=O)C1=C(C)N2CCOC2(C)C(C(=O)OC)C1c1cccc(Cl)c1. The result is 0 (inactive). (4) The molecule is C(=C(c1ccc(OC2CCCCO2)cc1)c1ccc(OC2CCCCO2)cc1)c1ccccc1. The result is 0 (inactive).